Task: Binary Classification. Given a T-cell receptor sequence (or CDR3 region) and an epitope sequence, predict whether binding occurs between them.. Dataset: TCR-epitope binding with 47,182 pairs between 192 epitopes and 23,139 TCRs (1) The epitope is SEETGTLIV. The TCR CDR3 sequence is CASSPGNTEAFF. Result: 0 (the TCR does not bind to the epitope). (2) The epitope is LSDDAVVCFNSTY. The TCR CDR3 sequence is CASTIGDADWNTIYF. Result: 0 (the TCR does not bind to the epitope). (3) The epitope is EILDITPCSF. The TCR CDR3 sequence is CASSEAGASGYTF. Result: 0 (the TCR does not bind to the epitope). (4) The epitope is EIYKRWII. The TCR CDR3 sequence is CASSELGNPNYGYTF. Result: 1 (the TCR binds to the epitope). (5) The epitope is ISDYDYYRY. The TCR CDR3 sequence is CASSFGTGYNSPLHF. Result: 1 (the TCR binds to the epitope). (6) The epitope is KLPDDFTGCV. The TCR CDR3 sequence is CASSLGLNTEAFF. Result: 1 (the TCR binds to the epitope). (7) The epitope is SEPVLKGVKL. The TCR CDR3 sequence is CSVEDNGELFF. Result: 0 (the TCR does not bind to the epitope).